This data is from Forward reaction prediction with 1.9M reactions from USPTO patents (1976-2016). The task is: Predict the product of the given reaction. (1) The product is: [CH2:1]([O:3][C:4](=[O:15])[C:5]1[CH:10]=[C:9]([NH2:11])[CH:8]=[CH:7][C:6]=1[O:21][CH:18]1[CH2:19][CH2:20][O:16][CH2:17]1)[CH3:2]. Given the reactants [CH2:1]([O:3][C:4](=[O:15])[C:5]1[CH:10]=[C:9]([N+:11]([O-])=O)[CH:8]=[CH:7][C:6]=1F)[CH3:2].[O:16]1[CH2:20][CH2:19][CH:18]([OH:21])[CH2:17]1.CC([O-])(C)C.[K+].CO, predict the reaction product. (2) Given the reactants [CH2:1]([N:8]([CH2:19][C:20]1[CH:25]=[CH:24][CH:23]=[CH:22][CH:21]=1)[C:9]1[C:10]([F:18])=[C:11]([C:14]([F:17])=[CH:15][CH:16]=1)[CH:12]=[O:13])[C:2]1[CH:7]=[CH:6][CH:5]=[CH:4][CH:3]=1.[N:26]1[CH:31]=[CH:30][CH:29]=[C:28]([C:32]2[CH:33]=[C:34]3[CH:40]=[CH:39][NH:38][C:35]3=[N:36][CH:37]=2)[CH:27]=1.[OH-].[K+].O, predict the reaction product. The product is: [CH2:19]([N:8]([CH2:1][C:2]1[CH:3]=[CH:4][CH:5]=[CH:6][CH:7]=1)[C:9]1[C:10]([F:18])=[C:11]([CH:12]([C:40]2[C:34]3[C:35](=[N:36][CH:37]=[C:32]([C:28]4[CH:27]=[N:26][CH:31]=[CH:30][CH:29]=4)[CH:33]=3)[NH:38][CH:39]=2)[OH:13])[C:14]([F:17])=[CH:15][CH:16]=1)[C:20]1[CH:25]=[CH:24][CH:23]=[CH:22][CH:21]=1.